Dataset: M1 muscarinic receptor agonist screen with 61,833 compounds. Task: Binary Classification. Given a drug SMILES string, predict its activity (active/inactive) in a high-throughput screening assay against a specified biological target. (1) The compound is O=C1C(CN(C2CC(NC(C2)(C)C)(C)C)CC1)C. The result is 0 (inactive). (2) The compound is s1c(N(CC2OCCC2)C(=O)c2sccc2)nc(c1)c1ccc(OC)cc1. The result is 0 (inactive).